From a dataset of Full USPTO retrosynthesis dataset with 1.9M reactions from patents (1976-2016). Predict the reactants needed to synthesize the given product. (1) Given the product [O:27]=[C:26]1[CH:25]([N:24]2[C:20](=[O:22])[C:12]3[C:13](=[CH:17][CH:18]=[CH:19][C:11]=3[NH:10][C:5]3[CH:6]=[CH:7][C:8]4[O:9][CH2:1][O:2][C:3]=4[CH:4]=3)[C:14]2=[O:16])[CH2:31][CH2:30][C:29](=[O:32])[NH:28]1, predict the reactants needed to synthesize it. The reactants are: [CH2:1]1[O:9][C:8]2[CH:7]=[CH:6][C:5]([NH:10][C:11]3[CH:19]=[CH:18][CH:17]=[C:13]([C:14]([OH:16])=O)[C:12]=3[C:20]([OH:22])=O)=[CH:4][C:3]=2[O:2]1.Cl.[NH2:24][CH:25]1[CH2:31][CH2:30][C:29](=[O:32])[NH:28][C:26]1=[O:27]. (2) Given the product [Cl:14][C:15]1[CH:16]=[C:17]([CH2:18][N:19]2[C:27]3[C:22](=[CH:23][C:24]([C:28](=[O:29])[NH:13][C@H:11]([C:7]4[CH:8]=[CH:9][CH:10]=[C:5]([CH:2]([CH3:4])[CH3:3])[CH:6]=4)[CH3:12])=[CH:25][CH:26]=3)[C:21]([CH3:31])=[C:20]2[CH3:32])[CH:33]=[CH:34][C:35]=1[O:36][C@H:37]([CH3:42])[C:38]([O:40][CH3:41])=[O:39], predict the reactants needed to synthesize it. The reactants are: Cl.[CH:2]([C:5]1[CH:6]=[C:7]([C@@H:11]([NH2:13])[CH3:12])[CH:8]=[CH:9][CH:10]=1)([CH3:4])[CH3:3].[Cl:14][C:15]1[CH:16]=[C:17]([CH:33]=[CH:34][C:35]=1[O:36][C@H:37]([CH3:42])[C:38]([O:40][CH3:41])=[O:39])[CH2:18][N:19]1[C:27]2[C:22](=[CH:23][C:24]([C:28](O)=[O:29])=[CH:25][CH:26]=2)[C:21]([CH3:31])=[C:20]1[CH3:32]. (3) The reactants are: NC1[CH:3]=[CH:4][C:5]([Cl:11])=[C:6]([CH:10]=1)[C:7]([OH:9])=O.C[N:13]([CH:15]=[O:16])[CH3:14].ClC(O[CH2:21][CH:22]([CH3:24])[CH3:23])=O.[BH4-].[Na+].C1C[O:30]CC1. Given the product [Cl:11][C:5]1[CH:4]=[CH:3][C:14]([NH:13][C:15]([O:16][C:22]([CH3:24])([CH3:23])[CH3:21])=[O:30])=[CH:10][C:6]=1[CH2:7][OH:9], predict the reactants needed to synthesize it.